Dataset: NCI-60 drug combinations with 297,098 pairs across 59 cell lines. Task: Regression. Given two drug SMILES strings and cell line genomic features, predict the synergy score measuring deviation from expected non-interaction effect. Drug 1: C1=CC(=CC=C1CC(C(=O)O)N)N(CCCl)CCCl.Cl. Drug 2: C(=O)(N)NO. Cell line: HCT116. Synergy scores: CSS=14.9, Synergy_ZIP=-4.45, Synergy_Bliss=0.815, Synergy_Loewe=-5.00, Synergy_HSA=1.43.